From a dataset of Peptide-MHC class I binding affinity with 185,985 pairs from IEDB/IMGT. Regression. Given a peptide amino acid sequence and an MHC pseudo amino acid sequence, predict their binding affinity value. This is MHC class I binding data. (1) The peptide sequence is QTPGVKIAP. The MHC is HLA-B35:01 with pseudo-sequence HLA-B35:01. The binding affinity (normalized) is 0.0847. (2) The peptide sequence is WSIHAHHQW. The MHC is HLA-B57:01 with pseudo-sequence HLA-B57:01. The binding affinity (normalized) is 0.806. (3) The peptide sequence is QIYAGIKVR. The MHC is HLA-B18:01 with pseudo-sequence HLA-B18:01. The binding affinity (normalized) is 0.